The task is: Predict the reaction yield, written as a fraction of the theoretical maximum amount of product (1.0 means a 100% yield; for example, 0.34 means a 34% yield).. This data is from Reaction yield outcomes from USPTO patents with 853,638 reactions. (1) The reactants are [O:1]1[CH2:6][CH2:5][CH:4]([NH:7][C:8]2[CH:9]=[CH:10][CH:11]=[C:12]3[C:16]=2[NH:15][C:14]([C:17]2[S:18][CH2:19][C@@H:20]([CH2:22][O:23]C(=O)C(C)(C)C)[N:21]=2)=[CH:13]3)[CH2:3][CH2:2]1.O1CCCC1.O.[OH-].[Na+]. The catalyst is CO. The product is [O:1]1[CH2:2][CH2:3][CH:4]([NH:7][C:8]2[CH:9]=[CH:10][CH:11]=[C:12]3[C:16]=2[NH:15][C:14]([C:17]2[S:18][CH2:19][C@@H:20]([CH2:22][OH:23])[N:21]=2)=[CH:13]3)[CH2:5][CH2:6]1. The yield is 0.780. (2) The reactants are [OH:1][CH:2]1[CH2:7][CH2:6][C:5](=[O:8])[CH:4]=[CH:3]1.[C:9](=[O:16])([O:11][C:12]([CH3:15])([CH3:14])[CH3:13])[NH2:10]. The catalyst is C(Cl)Cl. The product is [OH:8][C@H:5]1[CH2:6][CH2:7][C:2](=[O:1])[CH2:3][C@H:4]1[NH:10][C:9](=[O:16])[O:11][C:12]([CH3:15])([CH3:14])[CH3:13]. The yield is 0.360. (3) The reactants are [Cl:1][C:2]1[C:3]([CH:9]([C:11]2[CH:16]=[CH:15][N:14]=[CH:13][CH:12]=2)O)=[N:4][C:5]([Cl:8])=[CH:6][CH:7]=1.C(N(CC)CC)C.[S:24](Cl)(Cl)=[O:25].[Cl:28][C:29]1[CH:34]=[CH:33][C:32](S)=[CH:31][CH:30]=1.C(=O)([O-])[O-:37].[K+].[K+].OO.C(=O)(O)[O-].[Na+]. The catalyst is C(#N)C.CO.C(OCC)(=O)C.CCCCCC.C(OCC)(=O)C.C(Cl)Cl. The product is [Cl:1][C:2]1[C:3]([CH:9]([S:24]([C:32]2[CH:33]=[CH:34][C:29]([Cl:28])=[CH:30][CH:31]=2)(=[O:25])=[O:37])[C:11]2[CH:16]=[CH:15][N:14]=[CH:13][CH:12]=2)=[N:4][C:5]([Cl:8])=[CH:6][CH:7]=1. The yield is 0.190. (4) The reactants are [CH:1]1([CH2:4][CH2:5][CH2:6][NH2:7])[CH2:3][CH2:2]1.C([O:10][C:11]([C:13]1[N:14]=[C:15]2[CH:20]=[CH:19][C:18]([N:21]3[CH2:26][CH2:25][N:24]([C:27](=[O:39])[C:28]4[CH:33]=[C:32]([F:34])[CH:31]=[CH:30][C:29]=4[C:35]([F:38])([F:37])[F:36])[CH2:23][CH2:22]3)=[N:17][N:16]2[CH:40]=1)=O)C. No catalyst specified. The product is [CH:1]1([CH2:4][CH2:5][CH2:6][NH:7][C:11]([C:13]2[N:14]=[C:15]3[CH:20]=[CH:19][C:18]([N:21]4[CH2:26][CH2:25][N:24]([C:27](=[O:39])[C:28]5[CH:33]=[C:32]([F:34])[CH:31]=[CH:30][C:29]=5[C:35]([F:36])([F:38])[F:37])[CH2:23][CH2:22]4)=[N:17][N:16]3[CH:40]=2)=[O:10])[CH2:3][CH2:2]1. The yield is 0.460. (5) The reactants are [O:1]=[C:2](C)[C:3]([NH:5][C:6](=[O:16])[C@H:7]([CH2:9][C:10]1[CH:15]=[CH:14][CH:13]=[CH:12][CH:11]=1)[NH2:8])=O.[CH3:18]C1C=CC(S(O)(=O)=O)=CC=1.O. The catalyst is C1(C)C=CC=CC=1. The product is [CH2:9]([C@@H:7]1[NH:8][C:2](=[O:1])[C:3](=[CH2:18])[NH:5][C:6]1=[O:16])[C:10]1[CH:11]=[CH:12][CH:13]=[CH:14][CH:15]=1. The yield is 0.960. (6) The reactants are [CH2:1]([O:8][C:9]1[CH:14]=[CH:13][C:12]([OH:15])=[C:11]([Br:16])[CH:10]=1)[C:2]1[CH:7]=[CH:6][CH:5]=[CH:4][CH:3]=1.C([O-])([O-])=O.[Cs+].[Cs+].Br[C:24]([CH3:31])([CH3:30])[C:25]([O:27][CH2:28][CH3:29])=[O:26]. The product is [CH2:28]([O:27][C:25](=[O:26])[C:24]([O:15][C:12]1[CH:13]=[CH:14][C:9]([O:8][CH2:1][C:2]2[CH:3]=[CH:4][CH:5]=[CH:6][CH:7]=2)=[CH:10][C:11]=1[Br:16])([CH3:31])[CH3:30])[CH3:29]. The catalyst is CN(C=O)C. The yield is 0.350. (7) The reactants are [Br:1][C:2]1[CH:9]=[CH:8][C:5]([CH:6]=[O:7])=[CH:4][CH:3]=1.[CH2:10](O)[CH2:11][OH:12].C(=O)(O)[O-].[Na+]. The catalyst is C1(C)C=CC=CC=1.O.C1(C)C=CC(S(O)(=O)=O)=CC=1. The product is [Br:1][C:2]1[CH:9]=[CH:8][C:5]([CH:6]2[O:12][CH2:11][CH2:10][O:7]2)=[CH:4][CH:3]=1. The yield is 0.940.